From a dataset of Reaction yield outcomes from USPTO patents with 853,638 reactions. Predict the reaction yield, written as a fraction of the theoretical maximum amount of product (1.0 means a 100% yield; for example, 0.34 means a 34% yield). (1) The yield is 0.850. The reactants are [C:1]([O:5][C:6](=[O:43])[NH:7][C:8]([C:10]1[S:11][C:12]([S:41][CH3:42])=[C:13]([S:15]([C:18]2[CH:39]=[C:38]([Br:40])[C:21]3[N:22]=[CH:23][N:24]([CH2:25][C:26]4[CH:31]=[C:30]([NH:32][C:33](=[O:36])CBr)[CH:29]=[CH:28][C:27]=4[F:37])[C:20]=3[CH:19]=2)(=[O:17])=[O:16])[CH:14]=1)=[NH:9])([CH3:4])([CH3:3])[CH3:2].[SH:44][CH2:45][CH2:46][C:47]([O:49][CH3:50])=[O:48].[CH2:51](Cl)Cl. The product is [CH3:50][O:49][C:47](=[O:48])[CH2:46][CH2:45][SH:44]([C:33](=[O:36])[NH:32][C:30]1[CH:29]=[CH:28][C:27]([F:37])=[C:26]([CH2:25][N:24]2[C:20]3[CH:19]=[C:18]([S:15]([C:13]4[CH:14]=[C:10]([C:8]([NH:7][C:6]([O:5][C:1]([CH3:4])([CH3:3])[CH3:2])=[O:43])=[NH:9])[S:11][C:12]=4[S:41][CH3:42])(=[O:16])=[O:17])[CH:39]=[C:38]([Br:40])[C:21]=3[N:22]=[CH:23]2)[CH:31]=1)[CH3:51]. No catalyst specified. (2) The reactants are [CH3:1][N:2]1[C:10]2[CH:9]=[CH:8][C:7]([C:11]([O:13][CH3:14])=[O:12])=[CH:6][C:5]=2[C:4]2[CH2:15][NH:16][CH2:17][CH2:18][C:3]1=2.C(N(CC)CC)C.[O:26]1[CH2:31][CH2:30][C:29](=O)[CH2:28][CH2:27]1.C([BH3-])#N.[Na+]. The catalyst is ClCCl.CO. The product is [CH3:1][N:2]1[C:10]2[CH:9]=[CH:8][C:7]([C:11]([O:13][CH3:14])=[O:12])=[CH:6][C:5]=2[C:4]2[CH2:15][N:16]([CH:29]3[CH2:30][CH2:31][O:26][CH2:27][CH2:28]3)[CH2:17][CH2:18][C:3]1=2. The yield is 0.930. (3) The reactants are [OH:1][C:2]12[C:13]3[C:8](=[C:9]([N+:14]([O-])=O)[CH:10]=[CH:11][CH:12]=3)[C:7](=[O:17])[C:6]1([NH:18][C:19](=[O:26])[CH2:20][N:21]1[CH:25]=[N:24][N:23]=[N:22]1)[C:5]1[CH:27]=[CH:28][C:29]([CH:31]([CH3:33])[CH3:32])=[CH:30][C:4]=1[O:3]2.O.Cl. The catalyst is C(O)C.[Fe]. The product is [NH2:14][C:9]1[CH:10]=[CH:11][CH:12]=[C:13]2[C:8]=1[C:7](=[O:17])[C:6]1([NH:18][C:19](=[O:26])[CH2:20][N:21]3[CH:25]=[N:24][N:23]=[N:22]3)[C:5]3[CH:27]=[CH:28][C:29]([CH:31]([CH3:33])[CH3:32])=[CH:30][C:4]=3[O:3][C:2]12[OH:1]. The yield is 0.560. (4) The reactants are [C:1]([O:5][C:6]([NH:8][C@H:9]([CH2:21][C:22]1[CH:27]=[C:26]([F:28])[C:25]([F:29])=[CH:24][C:23]=1[F:30])[CH2:10][C:11]([N:13]1[CH2:17][CH2:16][S:15][C@H:14]1[C:18](O)=[O:19])=[O:12])=[O:7])([CH3:4])([CH3:3])[CH3:2].[NH2:31][CH2:32][C:33]1[CH:38]=[CH:37][C:36]([NH:39][C@@H:40]([CH:46]([CH3:48])[CH3:47])[C:41]([O:43][CH2:44][CH3:45])=[O:42])=[CH:35][CH:34]=1.Cl.CCN=C=NCCCN(C)C.C(N(CC)CC)C. The catalyst is C(Cl)Cl. The product is [C:1]([O:5][C:6]([NH:8][C@H:9]([CH2:21][C:22]1[CH:27]=[C:26]([F:28])[C:25]([F:29])=[CH:24][C:23]=1[F:30])[CH2:10][C:11]([N:13]1[CH2:17][CH2:16][S:15][C@H:14]1[C:18]([NH:31][CH2:32][C:33]1[CH:34]=[CH:35][C:36]([NH:39][C@@H:40]([CH:46]([CH3:47])[CH3:48])[C:41]([O:43][CH2:44][CH3:45])=[O:42])=[CH:37][CH:38]=1)=[O:19])=[O:12])=[O:7])([CH3:4])([CH3:2])[CH3:3]. The yield is 0.700. (5) The reactants are [F:1][C:2]1([F:23])[C@@H:7]([C:8]2[CH:13]=[CH:12][C:11]([O:14][CH3:15])=[CH:10][CH:9]=2)[CH2:6][CH2:5][N:4](C(OC(C)(C)C)=O)[CH2:3]1.[C:24]([OH:30])([C:26]([F:29])([F:28])[F:27])=[O:25]. The catalyst is C(Cl)Cl. The product is [F:27][C:26]([F:29])([F:28])[C:24]([OH:30])=[O:25].[F:23][C:2]1([F:1])[CH:7]([C:8]2[CH:13]=[CH:12][C:11]([O:14][CH3:15])=[CH:10][CH:9]=2)[CH2:6][CH2:5][NH:4][CH2:3]1. The yield is 1.00. (6) The yield is 0.810. The reactants are [Br:1][C:2]1[CH:7]=[CH:6][C:5]([NH:8][C:9](=[O:14])[C:10]([CH3:13])([CH3:12])[CH3:11])=[C:4]([C:15]2[N:20]=[CH:19][CH:18]=[CH:17][N:16]=2)[CH:3]=1.[N+:21]([O-])([OH:23])=[O:22].CO. The product is [Br:1][C:2]1[CH:3]=[C:4]([C:15]2[N:16]=[CH:17][CH:18]=[CH:19][N:20]=2)[C:5]([NH:8][C:9](=[O:14])[C:10]([CH3:12])([CH3:13])[CH3:11])=[C:6]([N+:21]([O-:23])=[O:22])[CH:7]=1. The catalyst is C(O)(C(F)(F)F)=O.O.